From a dataset of Full USPTO retrosynthesis dataset with 1.9M reactions from patents (1976-2016). Predict the reactants needed to synthesize the given product. (1) Given the product [F:1][C:2]1[CH:9]=[CH:8][CH:7]=[C:6]([F:10])[C:3]=1[CH:4]=[N:12][OH:13], predict the reactants needed to synthesize it. The reactants are: [F:1][C:2]1[CH:9]=[CH:8][CH:7]=[C:6]([F:10])[C:3]=1[CH:4]=O.Cl.[NH2:12][OH:13].[OH-].[Na+].C(O)C. (2) Given the product [CH2:39]([O:46][C:47]1[CH:48]=[CH:49][C:50]([CH2:53][C:11]([C:12]([O:14][C:15]([CH3:18])([CH3:17])[CH3:16])=[O:13])([C:9]([O:8][CH2:1][C:2]2[CH:3]=[CH:4][CH:5]=[CH:6][CH:7]=2)=[O:10])[CH2:19][CH2:20][C@H:21]([NH:29][C:30]([O:32][C:33]([CH3:36])([CH3:35])[CH3:34])=[O:31])[C:22]([O:24][C:25]([CH3:26])([CH3:27])[CH3:28])=[O:23])=[N:51][CH:52]=1)[C:40]1[CH:41]=[CH:42][CH:43]=[CH:44][CH:45]=1, predict the reactants needed to synthesize it. The reactants are: [CH2:1]([O:8][C:9]([CH:11]([CH2:19][CH2:20][C@H:21]([NH:29][C:30]([O:32][C:33]([CH3:36])([CH3:35])[CH3:34])=[O:31])[C:22]([O:24][C:25]([CH3:28])([CH3:27])[CH3:26])=[O:23])[C:12]([O:14][C:15]([CH3:18])([CH3:17])[CH3:16])=[O:13])=[O:10])[C:2]1[CH:7]=[CH:6][CH:5]=[CH:4][CH:3]=1.[H-].[Na+].[CH2:39]([O:46][C:47]1[CH:48]=[CH:49][C:50]([CH2:53]Br)=[N:51][CH:52]=1)[C:40]1[CH:45]=[CH:44][CH:43]=[CH:42][CH:41]=1. (3) Given the product [OH:1][CH2:2][CH2:3][CH2:4][CH2:5][NH:6][S:7]([C:10]1[CH:15]=[CH:14][C:13]([C:22]2[CH:21]=[CH:20][C:19]([F:18])=[CH:24][C:23]=2[F:25])=[C:12]([CH3:17])[CH:11]=1)(=[O:9])=[O:8], predict the reactants needed to synthesize it. The reactants are: [OH:1][CH2:2][CH2:3][CH2:4][CH2:5][NH:6][S:7]([C:10]1[CH:15]=[CH:14][C:13](Br)=[C:12]([CH3:17])[CH:11]=1)(=[O:9])=[O:8].[F:18][C:19]1[CH:24]=[C:23]([F:25])[CH:22]=[CH:21][C:20]=1B(O)O. (4) Given the product [CH2:33]([O:32][C:23]1[C:24]([O:28][CH2:29][CH:30]=[CH2:31])=[CH:25][CH:26]=[CH:27][C:22]=1[C:21](=[O:20])[CH2:11][C:10]([N:13]1[CH2:18][CH2:17][O:16][CH2:15][CH2:14]1)=[O:12])[CH:34]=[CH2:35], predict the reactants needed to synthesize it. The reactants are: [Li].[Li+].CC([N-]C(C)C)C.[C:10]([N:13]1[CH2:18][CH2:17][O:16][CH2:15][CH2:14]1)(=[O:12])[CH3:11].C[O:20][C:21](=O)[C:22]1[CH:27]=[CH:26][CH:25]=[C:24]([O:28][CH2:29][CH:30]=[CH2:31])[C:23]=1[O:32][CH2:33][CH:34]=[CH2:35].Cl. (5) Given the product [C:1]([O:5][C:6](=[O:35])[NH:7][C@@H:8]([CH2:24][CH2:25][CH2:26][CH2:27][NH2:28])[C:9]([N:11]([CH2:12][C:13]1[S:14][CH:15]=[CH:16][CH:17]=1)[CH2:18][C:19]1[S:20][CH:21]=[CH:22][CH:23]=1)=[O:10])([CH3:4])([CH3:2])[CH3:3], predict the reactants needed to synthesize it. The reactants are: [C:1]([O:5][C:6](=[O:35])[NH:7][C@@H:8]([CH2:24][CH2:25][CH2:26][CH2:27][NH:28]C(=O)C(F)(F)F)[C:9]([N:11]([CH2:18][C:19]1[S:20][CH:21]=[CH:22][CH:23]=1)[CH2:12][C:13]1[S:14][CH:15]=[CH:16][CH:17]=1)=[O:10])([CH3:4])([CH3:3])[CH3:2].C(=O)([O-])[O-].[K+].[K+]. (6) Given the product [Cl:16][C:10]1[CH:11]=[CH:12][CH:13]=[C:14]([Cl:15])[C:9]=1[C:4]1[CH:5]=[C:6]([F:8])[CH:7]=[C:2]([OH:25])[C:3]=1[O:17][CH3:18], predict the reactants needed to synthesize it. The reactants are: Br[C:2]1[C:3]([O:17][CH3:18])=[C:4]([C:9]2[C:14]([Cl:15])=[CH:13][CH:12]=[CH:11][C:10]=2[Cl:16])[CH:5]=[C:6]([F:8])[CH:7]=1.C([Mg]Cl)(C)C.B(OC(C)C)(OC(C)C)[O:25]C(C)C.OO.Cl. (7) Given the product [C:1]([C:3]([C:6]1[CH:7]=[C:8]([CH:34]=[CH:35][CH:36]=1)[C:9]([NH:11][C:12]1[CH:17]=[CH:16][C:15]([CH3:18])=[C:14]([NH:19][C:20]([C:22]2[CH:23]=[CH:24][CH:38]=[C:26]([N:28]3[CH2:29][CH2:30][O:31][CH2:32][CH2:33]3)[N:27]=2)=[O:21])[CH:13]=1)=[O:10])([CH3:4])[CH3:5])#[N:2], predict the reactants needed to synthesize it. The reactants are: [C:1]([C:3]([C:6]1[CH:7]=[C:8]([CH:34]=[CH:35][CH:36]=1)[C:9]([NH:11][C:12]1[CH:17]=[CH:16][C:15]([CH3:18])=[C:14]([NH:19][C:20]([C:22]2[N:27]=[C:26]([N:28]3[CH2:33][CH2:32][O:31][CH2:30][CH2:29]3)N=[CH:24][CH:23]=2)=[O:21])[CH:13]=1)=[O:10])([CH3:5])[CH3:4])#[N:2].Cl[C:38]1N=C(C(O)=O)C=CC=1.CN(C(ON1N=NC2C=CC=NC1=2)=[N+](C)C)C.F[P-](F)(F)(F)(F)F.CCN(C(C)C)C(C)C.N1CCOCC1. (8) Given the product [CH2:1]([O:8][N:9]1[C:12]2([CH:17]=[CH:16][C:15]([C:42]#[N:37])([O:18][Si:20]([CH3:23])([CH3:22])[CH3:21])[CH:14]([O:19][Si:20]([C:23]([CH3:24])([CH3:25])[CH3:26])([CH3:21])[CH3:22])[CH:13]2[O:27][Si:30]([CH3:31])([CH3:32])[CH3:33])[CH2:11][C:10]1=[O:28])[C:2]1[CH:7]=[CH:6][CH:5]=[CH:4][CH:3]=1, predict the reactants needed to synthesize it. The reactants are: [CH2:1]([O:8][N:9]1[C:12]2([CH:17]=[CH:16][C:15](=[O:18])[CH:14]([O:19][Si:20]([C:23]([CH3:26])([CH3:25])[CH3:24])([CH3:22])[CH3:21])[CH:13]2[OH:27])[CH2:11][C:10]1=[O:28])[C:2]1[CH:7]=[CH:6][CH:5]=[CH:4][CH:3]=1.C[Si:30]([C:33]#N)([CH3:32])[CH3:31].C1N2C[CH2:42][N:37](CC2)C1. (9) Given the product [S:43]=[C:2]1[C@@H:11]([NH:12][C:13](=[O:22])[O:14][CH2:15][C:16]2[CH:21]=[CH:20][CH:19]=[CH:18][CH:17]=2)[CH2:10][C:9]2[C:4](=[CH:5][CH:6]=[C:7]([O:23][C:24]3[CH:29]=[CH:28][CH:27]=[C:26]([C:30]([F:33])([F:32])[F:31])[CH:25]=3)[CH:8]=2)[NH:3]1, predict the reactants needed to synthesize it. The reactants are: O=[C:2]1[C@@H:11]([NH:12][C:13](=[O:22])[O:14][CH2:15][C:16]2[CH:21]=[CH:20][CH:19]=[CH:18][CH:17]=2)[CH2:10][C:9]2[C:4](=[CH:5][CH:6]=[C:7]([O:23][C:24]3[CH:29]=[CH:28][CH:27]=[C:26]([C:30]([F:33])([F:32])[F:31])[CH:25]=3)[CH:8]=2)[NH:3]1.COC1C=CC(P2(SP(C3C=CC(OC)=CC=3)(=S)S2)=[S:43])=CC=1. (10) Given the product [Br:8][C:6]1[CH:7]=[C:2]([NH:1][S:23]([C:17]2[CH:22]=[CH:21][CH:20]=[CH:19][CH:18]=2)(=[O:25])=[O:24])[C:3]([O:9][CH3:10])=[N:4][CH:5]=1, predict the reactants needed to synthesize it. The reactants are: [NH2:1][C:2]1[C:3]([O:9][CH3:10])=[N:4][CH:5]=[C:6]([Br:8])[CH:7]=1.N1C=CC=CC=1.[C:17]1([S:23](Cl)(=[O:25])=[O:24])[CH:22]=[CH:21][CH:20]=[CH:19][CH:18]=1.